Dataset: Reaction yield outcomes from USPTO patents with 853,638 reactions. Task: Predict the reaction yield, written as a fraction of the theoretical maximum amount of product (1.0 means a 100% yield; for example, 0.34 means a 34% yield). The reactants are [C:1]([CH2:3][C:4]1[N:5]=[C:6]([C@H:9]([NH:11][C:12]([C:14]2[C:22]3[C:17](=[N:18][CH:19]=[C:20]([C:23]4[C:31]5[C:26](=[CH:27][C:28]([F:32])=[CH:29][CH:30]=5)[N:25]([CH3:33])[N:24]=4)[N:21]=3)[N:16](COCC[Si](C)(C)C)[CH:15]=2)=[O:13])[CH3:10])[O:7][CH:8]=1)#[N:2].FC(F)(F)C(O)=O.C(N)CN. The catalyst is ClCCl. The product is [C:1]([CH2:3][C:4]1[N:5]=[C:6]([C@H:9]([NH:11][C:12]([C:14]2[C:22]3[C:17](=[N:18][CH:19]=[C:20]([C:23]4[C:31]5[C:26](=[CH:27][C:28]([F:32])=[CH:29][CH:30]=5)[N:25]([CH3:33])[N:24]=4)[N:21]=3)[NH:16][CH:15]=2)=[O:13])[CH3:10])[O:7][CH:8]=1)#[N:2]. The yield is 0.650.